From a dataset of Peptide-MHC class I binding affinity with 185,985 pairs from IEDB/IMGT. Regression. Given a peptide amino acid sequence and an MHC pseudo amino acid sequence, predict their binding affinity value. This is MHC class I binding data. (1) The peptide sequence is AAQLQAVPG. The MHC is HLA-A02:01 with pseudo-sequence HLA-A02:01. The binding affinity (normalized) is 0.0810. (2) The binding affinity (normalized) is 0. The MHC is HLA-B27:05 with pseudo-sequence HLA-B27:05. The peptide sequence is VLEQTTNQQAE. (3) The peptide sequence is SYMLQALCI. The MHC is H-2-Kd with pseudo-sequence H-2-Kd. The binding affinity (normalized) is 0.563. (4) The peptide sequence is GEDGCWYGM. The MHC is HLA-B44:02 with pseudo-sequence HLA-B44:02. The binding affinity (normalized) is 0.0847. (5) The peptide sequence is YGYEGDALL. The MHC is H-2-Kb with pseudo-sequence H-2-Kb. The binding affinity (normalized) is 0.409. (6) The peptide sequence is RYLKDQQLL. The MHC is HLA-B44:02 with pseudo-sequence HLA-B44:02. The binding affinity (normalized) is 0.188. (7) The peptide sequence is KRLLLKLDF. The MHC is HLA-A26:01 with pseudo-sequence HLA-A26:01. The binding affinity (normalized) is 0.0847. (8) The peptide sequence is KFYGPFVDR. The MHC is HLA-A33:01 with pseudo-sequence HLA-A33:01. The binding affinity (normalized) is 0.336.